From a dataset of Forward reaction prediction with 1.9M reactions from USPTO patents (1976-2016). Predict the product of the given reaction. (1) Given the reactants N1C=CC=CC=1.C(N(CC)CC)C.[CH3:14][CH:15]([CH3:38])[CH2:16][CH2:17][NH:18][C:19]([N:21]1[C:29]2[C:24](=[CH:25][C:26]([O:30][C:31]3[CH:36]=[CH:35][N:34]=[C:33]([NH2:37])[CH:32]=3)=[CH:27][CH:28]=2)[CH:23]=[CH:22]1)=[O:20].Cl[C:40]([O:42][C:43]1[CH:48]=[CH:47][CH:46]=[CH:45][CH:44]=1)=[O:41], predict the reaction product. The product is: [CH3:14][CH:15]([CH3:38])[CH2:16][CH2:17][NH:18][C:19]([N:21]1[C:29]2[C:24](=[CH:25][C:26]([O:30][C:31]3[CH:36]=[CH:35][N:34]=[C:33]([NH:37][C:40](=[O:41])[O:42][C:43]4[CH:48]=[CH:47][CH:46]=[CH:45][CH:44]=4)[CH:32]=3)=[CH:27][CH:28]=2)[CH:23]=[CH:22]1)=[O:20]. (2) Given the reactants C(OC(=O)[N:7]([C:14]1[C:15]2[N:16]([C:20](Br)=[CH:21][N:22]=2)[CH:17]=[CH:18][N:19]=1)[CH2:8][CH2:9][S:10]([CH3:13])(=[O:12])=[O:11])(C)(C)C.CS[C:27]1[N:32]=[C:31]([Sn](CCCC)(CCCC)CCCC)[CH:30]=[CH:29][N:28]=1.[NH2:46][CH:47]1[CH2:52][CH2:51][O:50][CH2:49][CH2:48]1, predict the reaction product. The product is: [CH3:13][S:10]([CH2:9][CH2:8][NH:7][C:14]1[C:15]2[N:16]([C:20]([C:31]3[CH:30]=[CH:29][N:28]=[C:27]([NH:46][CH:47]4[CH2:52][CH2:51][O:50][CH2:49][CH2:48]4)[N:32]=3)=[CH:21][N:22]=2)[CH:17]=[CH:18][N:19]=1)(=[O:11])=[O:12]. (3) Given the reactants [CH3:1][O:2][C:3]1[CH:8]=[CH:7][C:6]([C@@H:9]2[CH2:14][CH:13]=[CH:12][CH2:11][C@@H:10]2[N+:15]([O-])=O)=[CH:5][C:4]=1[O:18][CH3:19].C(O)(=O)C, predict the reaction product. The product is: [CH3:19][O:18][C:4]1[CH:5]=[C:6]([C@@H:9]2[C@H:10]([NH2:15])[CH2:11][CH:12]=[CH:13][CH2:14]2)[CH:7]=[CH:8][C:3]=1[O:2][CH3:1]. (4) Given the reactants Br[C:2]1[CH:3]=[N:4][CH:5]=[CH:6][CH:7]=1.C([Mg]Cl)(C)C.C([O:17][B:18]([CH:24]=[CH2:25])OCCCC)CCC.Cl, predict the reaction product. The product is: [N:4]1[CH:5]=[CH:6][CH:7]=[CH:2][C:3]=1[CH:25]=[CH:24][BH:18][OH:17]. (5) The product is: [Br:1][C:2]1[CH:7]=[CH:6][C:5]([CH:8]([NH:10][S:12]([CH3:11])(=[O:14])=[O:13])[CH3:9])=[CH:4][CH:3]=1. Given the reactants [Br:1][C:2]1[CH:7]=[CH:6][C:5]([C@H:8]([NH2:10])[CH3:9])=[CH:4][CH:3]=1.[CH3:11][S:12](Cl)(=[O:14])=[O:13].N1C=CC=CC=1, predict the reaction product. (6) Given the reactants [Br:1][C:2]1[C:3]([O:10][CH2:11][CH3:12])=[N:4][CH:5]=[C:6]([CH2:8]Cl)[CH:7]=1.[Na+].[I-].C([O-])([O-])=O.[K+].[K+].[CH3:21][C:22]1[N:23]=[N:24][NH:25][N:26]=1, predict the reaction product. The product is: [Br:1][C:2]1[C:3]([O:10][CH2:11][CH3:12])=[N:4][CH:5]=[C:6]([CH2:8][N:23]2[C:22]([CH3:21])=[N:26][N:25]=[N:24]2)[CH:7]=1. (7) Given the reactants [F:1][C:2]([F:11])([F:10])[C:3]1[C:4]([NH2:9])=[N:5][CH:6]=[CH:7][CH:8]=1.[Br:12]N1C(=O)CCC1=O, predict the reaction product. The product is: [Br:12][C:7]1[CH:8]=[C:3]([C:2]([F:1])([F:10])[F:11])[C:4]([NH2:9])=[N:5][CH:6]=1. (8) Given the reactants C(O[C:6](=O)[N:7]([CH2:9][C@H:10]([C:12]1[CH:17]=[CH:16][C:15]([F:18])=[CH:14][CH:13]=1)[OH:11])C)(C)(C)C.Cl.C(OCC)(=O)C, predict the reaction product. The product is: [F:18][C:15]1[CH:14]=[CH:13][C:12]([C@H:10]([OH:11])[CH2:9][NH:7][CH3:6])=[CH:17][CH:16]=1.